Dataset: Full USPTO retrosynthesis dataset with 1.9M reactions from patents (1976-2016). Task: Predict the reactants needed to synthesize the given product. (1) The reactants are: [C:1]([N:8]1[CH2:13][CH2:12][CH:11]([C:14]([OH:16])=O)[CH2:10][CH2:9]1)([O:3][C:4]([CH3:7])([CH3:6])[CH3:5])=[O:2].C(Cl)(=O)C([Cl:20])=O. Given the product [C:4]([O:3][C:1]([N:8]1[CH2:13][CH2:12][CH:11]([C:14]([Cl:20])=[O:16])[CH2:10][CH2:9]1)=[O:2])([CH3:7])([CH3:6])[CH3:5], predict the reactants needed to synthesize it. (2) Given the product [Cl:1][C:2]1[CH:3]=[C:4]([NH:9][C:10]([N:12]2[CH2:17][CH2:16][N:15]([CH2:18][C@@H:19]3[CH2:24][CH2:23][CH2:22][N:21]([CH2:25][CH2:26][CH:27]4[CH2:32][CH2:31][NH:30][CH2:29][CH2:28]4)[CH2:20]3)[CH2:14][CH2:13]2)=[O:11])[CH:5]=[CH:6][C:7]=1[Cl:8], predict the reactants needed to synthesize it. The reactants are: [Cl:1][C:2]1[CH:3]=[C:4]([NH:9][C:10]([N:12]2[CH2:17][CH2:16][N:15]([CH2:18][C@@H:19]3[CH2:24][CH2:23][CH2:22][N:21]([CH2:25][CH2:26][CH:27]4[CH2:32][CH2:31][N:30](C(OCC5C=CC=CC=5)=O)[CH2:29][CH2:28]4)[CH2:20]3)[CH2:14][CH2:13]2)=[O:11])[CH:5]=[CH:6][C:7]=1[Cl:8].Cl. (3) The reactants are: [F:1][C:2]1[CH:8]=[CH:7][C:5]([NH2:6])=[C:4]([O:9][CH:10]2[CH2:15][CH2:14][O:13][CH2:12][CH2:11]2)[CH:3]=1.Cl[C:17]1[C:18]2[C:25]([CH3:26])=[C:24]([C:27]([O:29][CH3:30])=[O:28])[S:23][C:19]=2[N:20]=[CH:21][N:22]=1.C1(C)C=CC(S(O)(=O)=O)=CC=1. Given the product [F:1][C:2]1[CH:8]=[CH:7][C:5]([NH:6][C:17]2[C:18]3[C:25]([CH3:26])=[C:24]([C:27]([O:29][CH3:30])=[O:28])[S:23][C:19]=3[N:20]=[CH:21][N:22]=2)=[C:4]([O:9][CH:10]2[CH2:15][CH2:14][O:13][CH2:12][CH2:11]2)[CH:3]=1, predict the reactants needed to synthesize it. (4) Given the product [CH2:1]([C:5]1[C:13]2[C:8](=[CH:9][CH:10]=[C:11]([C:14]([O:16][CH2:17][CH3:18])=[O:15])[CH:12]=2)[N:7]([CH3:19])[CH:6]=1)[CH2:2][CH2:3][CH3:4], predict the reactants needed to synthesize it. The reactants are: [CH2:1]([C:5]1[C:13]2[C:8](=[CH:9][CH:10]=[C:11]([C:14]([O:16][CH2:17][CH3:18])=[O:15])[CH:12]=2)[NH:7][CH:6]=1)[CH2:2][CH2:3][CH3:4].[CH3:19]C(C)([O-])C.[K+].IC.O. (5) Given the product [OH:1][CH:2]1[CH:18]2[CH:9]([CH2:10][CH2:11][C:12]3[C@:17]2([CH3:19])[CH:16]=[CH:15][C:14](=[O:20])[CH:13]=3)[CH:8]2[C@@:4]([CH3:25])([C@@:5]([OH:24])([C:21]([O:23][CH3:26])=[O:22])[CH2:6][CH2:7]2)[CH2:3]1, predict the reactants needed to synthesize it. The reactants are: [OH:1][CH:2]1[CH:18]2[CH:9]([CH2:10][CH2:11][C:12]3[C@:17]2([CH3:19])[CH:16]=[CH:15][C:14](=[O:20])[CH:13]=3)[CH:8]2[C@@:4]([CH3:25])([C@@:5]([OH:24])([C:21]([OH:23])=[O:22])[CH2:6][CH2:7]2)[CH2:3]1.[C:26](=O)([O-])[O-].[Cs+].[Cs+].FC(F)(F)S([O-])(=O)=O.C[S+](C1C=CC=CC=1)C1C=C(C)C(C)=C(C)C=1C.CCCCCCC.